From a dataset of NCI-60 drug combinations with 297,098 pairs across 59 cell lines. Regression. Given two drug SMILES strings and cell line genomic features, predict the synergy score measuring deviation from expected non-interaction effect. Drug 1: CS(=O)(=O)OCCCCOS(=O)(=O)C. Drug 2: C1=NNC2=C1C(=O)NC=N2. Cell line: HL-60(TB). Synergy scores: CSS=41.1, Synergy_ZIP=-9.51, Synergy_Bliss=-5.37, Synergy_Loewe=-1.91, Synergy_HSA=-0.179.